Dataset: Full USPTO retrosynthesis dataset with 1.9M reactions from patents (1976-2016). Task: Predict the reactants needed to synthesize the given product. (1) Given the product [Cl:24][C:25]1[C:26]2[S@:46](=[O:8])[CH2:45][CH2:44][C:27]=2[N:28]=[C:29]([N:31]2[CH2:32][CH2:33][N:34]([C:37]3[CH:38]=[CH:39][C:40]([Cl:43])=[CH:41][CH:42]=3)[CH2:35][CH2:36]2)[N:30]=1, predict the reactants needed to synthesize it. The reactants are: C1([C@@H](C(C2C=CC=CC=2)O)[OH:8])C=CC=CC=1.C1(C)C=CC=CC=1.[Cl:24][C:25]1[C:26]2[S:46][CH2:45][CH2:44][C:27]=2[N:28]=[C:29]([N:31]2[CH2:36][CH2:35][N:34]([C:37]3[CH:42]=[CH:41][C:40]([Cl:43])=[CH:39][CH:38]=3)[CH2:33][CH2:32]2)[N:30]=1.CC(OO)(C)C. (2) The reactants are: [I:1][C:2]1[CH:11]=[CH:10][C:5]2[NH:6][C:7]([CH3:9])=[N:8][C:4]=2[CH:3]=1.Cl[Si](C)(C)C.[O:17]1[CH2:21]CC[CH2:18]1.C[C:23](C)([O-:25])C.[K+]. Given the product [CH3:18][O:17][CH:21]([O:25][CH3:23])[N:6]1[C:5]2[CH:10]=[CH:11][C:2]([I:1])=[CH:3][C:4]=2[N:8]=[C:7]1[CH3:9], predict the reactants needed to synthesize it. (3) Given the product [NH:3]1[C:7]2[CH:8]=[CH:9][CH:10]=[CH:11][C:6]=2[N:5]=[C:4]1[C@H:12]([NH2:21])[CH2:13][C:14]1[CH:15]=[CH:16][C:17]([CH3:20])=[CH:18][CH:19]=1, predict the reactants needed to synthesize it. The reactants are: N#N.[NH:3]1[C:7]2[CH:8]=[CH:9][CH:10]=[CH:11][C:6]=2[N:5]=[C:4]1[C@H:12]([NH:21]C(=O)OC(C)(C)C)[CH2:13][C:14]1[CH:19]=[CH:18][C:17]([CH3:20])=[CH:16][CH:15]=1.Cl. (4) Given the product [Br:1][C:2]1[CH:11]=[C:10]2[C:5]([CH:6]=[CH:7][N:8]=[C:9]2[CH2:13][CH2:14][CH2:15][CH3:16])=[CH:4][CH:3]=1, predict the reactants needed to synthesize it. The reactants are: [Br:1][C:2]1[CH:11]=[C:10]2[C:5]([CH:6]=[CH:7][N:8]=[C:9]2Cl)=[CH:4][CH:3]=1.[CH2:13]([Mg]Cl)[CH2:14][CH2:15][CH3:16].